From a dataset of Forward reaction prediction with 1.9M reactions from USPTO patents (1976-2016). Predict the product of the given reaction. (1) Given the reactants [O:1]1[CH:5]=[CH:4][N:3]=[C:2]1[NH2:6].Br[C:8]1[CH:9]=[C:10]([C:14]2[CH:19]=[CH:18][N:17]=[C:16]([NH:20][C:21](=[O:23])[CH3:22])[CH:15]=2)[CH:11]=[N:12][CH:13]=1.C([O-])([O-])=O.[Cs+].[Cs+].CC1(C)C2C(=C(P(C3C=CC=CC=3)C3C=CC=CC=3)C=CC=2)OC2C(P(C3C=CC=CC=3)C3C=CC=CC=3)=CC=CC1=2, predict the reaction product. The product is: [O:1]1[CH:5]=[CH:4][N:3]=[C:2]1[NH:6][C:8]1[CH:9]=[C:10]([C:14]2[CH:19]=[CH:18][N:17]=[C:16]([NH:20][C:21](=[O:23])[CH3:22])[CH:15]=2)[CH:11]=[N:12][CH:13]=1. (2) Given the reactants Cl.[NH2:2][C@H:3]1[CH2:8][CH2:7][C@H:6]([NH:9][C:10]([C:12]2[C:16]3[N:17]=[CH:18][N:19]=[C:20]([C:21]4[CH:26]=[C:25]([O:27][CH3:28])[C:24]([F:29])=[CH:23][C:22]=4[O:30][CH2:31][CH:32]4[CH2:34][CH2:33]4)[C:15]=3[NH:14][C:13]=2[CH3:35])=[O:11])[CH2:5][CH2:4]1.[C:36](Cl)(=[O:38])[CH3:37], predict the reaction product. The product is: [C:36]([NH:2][C@H:3]1[CH2:8][CH2:7][C@H:6]([NH:9][C:10]([C:12]2[C:16]3[N:17]=[CH:18][N:19]=[C:20]([C:21]4[CH:26]=[C:25]([O:27][CH3:28])[C:24]([F:29])=[CH:23][C:22]=4[O:30][CH2:31][CH:32]4[CH2:34][CH2:33]4)[C:15]=3[NH:14][C:13]=2[CH3:35])=[O:11])[CH2:5][CH2:4]1)(=[O:38])[CH3:37]. (3) Given the reactants CC1(C)C2C(=C(P(C3C=CC=CC=3)C3C=CC=CC=3)C=CC=2)OC2C(P(C3C=CC=CC=3)C3C=CC=CC=3)=CC=CC1=2.Cl[C:44]1[C:53]([CH3:54])=[C:52]([Cl:55])[C:51]2[C:46](=[CH:47][C:48]([F:57])=[CH:49][C:50]=2[F:56])[N:45]=1.[CH3:58][C:59]1([CH3:66])[CH2:64][NH:63][C:62](=[O:65])[CH2:61][CH2:60]1.C(=O)([O-])[O-].[Cs+].[Cs+], predict the reaction product. The product is: [Cl:55][C:52]1[C:51]2[C:46](=[CH:47][C:48]([F:57])=[CH:49][C:50]=2[F:56])[N:45]=[C:44]([N:63]2[CH2:64][C:59]([CH3:66])([CH3:58])[CH2:60][CH2:61][C:62]2=[O:65])[C:53]=1[CH3:54]. (4) The product is: [C:1]([C:3]1[CH:23]=[CH:22][CH:21]=[CH:20][C:4]=1[O:5][C:6]1[CH:7]=[CH:8][C:9]([N:12]([CH2:13][C:14]2[CH:15]=[N:16][CH:17]=[CH:18][CH:19]=2)[S:27]([CH2:26][C:25]([F:32])([F:31])[F:24])(=[O:29])=[O:28])=[CH:10][CH:11]=1)#[N:2]. Given the reactants [C:1]([C:3]1[CH:23]=[CH:22][CH:21]=[CH:20][C:4]=1[O:5][C:6]1[CH:11]=[CH:10][C:9]([NH:12][CH2:13][C:14]2[CH:15]=[N:16][CH:17]=[CH:18][CH:19]=2)=[CH:8][CH:7]=1)#[N:2].[F:24][C:25]([F:32])([F:31])[CH2:26][S:27](Cl)(=[O:29])=[O:28], predict the reaction product. (5) Given the reactants [O:1]1[C:6]2[CH:7]=[CH:8][CH:9]=[CH:10][C:5]=2[NH:4][CH2:3][CH2:2]1.C(N(CC)CC)C.[Cl:18][C:19]1[CH:20]=[C:21]([CH:25]=[CH:26][C:27]=1[O:28][CH3:29])[C:22](Cl)=[O:23], predict the reaction product. The product is: [Cl:18][C:19]1[CH:20]=[C:21]([C:22]([N:4]2[C:5]3[CH:10]=[CH:9][CH:8]=[CH:7][C:6]=3[O:1][CH2:2][CH2:3]2)=[O:23])[CH:25]=[CH:26][C:27]=1[O:28][CH3:29]. (6) Given the reactants C([O:3][C:4](=[O:34])[CH2:5][N:6]1[C:14]2[C:9](=[CH:10][C:11]([O:15][CH2:16][C:17]3[N:18]([CH3:33])[N:19]=[C:20]([C:22]4[CH:27]=[CH:26][C:25]([O:28][C:29]([F:32])([F:31])[F:30])=[CH:24][CH:23]=4)[CH:21]=3)=[CH:12][CH:13]=2)[CH:8]=[CH:7]1)C.[Li+].[OH-], predict the reaction product. The product is: [CH3:33][N:18]1[C:17]([CH2:16][O:15][C:11]2[CH:10]=[C:9]3[C:14](=[CH:13][CH:12]=2)[N:6]([CH2:5][C:4]([OH:34])=[O:3])[CH:7]=[CH:8]3)=[CH:21][C:20]([C:22]2[CH:27]=[CH:26][C:25]([O:28][C:29]([F:32])([F:30])[F:31])=[CH:24][CH:23]=2)=[N:19]1. (7) Given the reactants [C:1]([O:5][C:6](=[O:34])[NH:7][C:8]1([C:12]2[CH:17]=[CH:16][C:15]([C:18]3[N:19]=[C:20]4[CH:25]=[C:24](Br)[CH:23]=[CH:22][N:21]4[C:27]=3[C:28]3[CH:33]=[CH:32][CH:31]=[CH:30][CH:29]=3)=[CH:14][CH:13]=2)[CH2:11][CH2:10][CH2:9]1)([CH3:4])([CH3:3])[CH3:2].[CH:35]1(B(O)O)[CH2:37][CH2:36]1.[O-]P([O-])([O-])=O.[K+].[K+].[K+], predict the reaction product. The product is: [C:1]([O:5][C:6](=[O:34])[NH:7][C:8]1([C:12]2[CH:17]=[CH:16][C:15]([C:18]3[N:19]=[C:20]4[CH:25]=[C:24]([CH:35]5[CH2:37][CH2:36]5)[CH:23]=[CH:22][N:21]4[C:27]=3[C:28]3[CH:33]=[CH:32][CH:31]=[CH:30][CH:29]=3)=[CH:14][CH:13]=2)[CH2:11][CH2:10][CH2:9]1)([CH3:4])([CH3:3])[CH3:2]. (8) Given the reactants [CH3:1][O:2][C:3]1[CH:8]=[C:7]([O:9][CH3:10])[CH:6]=[CH:5][C:4]=1Br.C([Li])CCC.[I-].[CH3:18][N+:19]1[CH:24]=[CH:23][C:22]([CH3:25])=[CH:21][CH:20]=1, predict the reaction product. The product is: [CH3:1][O:2][C:3]1[CH:8]=[C:7]([O:9][CH3:10])[CH:6]=[CH:5][C:4]=1[CH:24]1[CH:23]=[C:22]([CH3:25])[CH:21]=[CH:20][N:19]1[CH3:18]. (9) Given the reactants [CH3:1][O:2][C:3]([C:5]1[CH:14]=[CH:13][CH:12]=[C:11]2[C:6]=1[CH:7]=[CH:8][N+:9]([O-])=[CH:10]2)=[O:4].FC(F)(F)C1C=CC=CC=1.[C:26]([NH2:30])([CH3:29])([CH3:28])[CH3:27].C1(C)C=CC(S(OS(C2C=CC(C)=CC=2)(=O)=O)(=O)=O)=CC=1, predict the reaction product. The product is: [C:26]([NH:30][C:10]1[C:11]2[CH:12]=[CH:13][CH:14]=[C:5]([C:3]([O:2][CH3:1])=[O:4])[C:6]=2[CH:7]=[CH:8][N:9]=1)([CH3:29])([CH3:28])[CH3:27].